This data is from Forward reaction prediction with 1.9M reactions from USPTO patents (1976-2016). The task is: Predict the product of the given reaction. (1) Given the reactants [NH:1]1[C:9]2[C:4](=[CH:5][C:6]([NH:10][C:11]3[N:16]4[N:17]=[CH:18][C:19]([C:20](O)=[O:21])=[C:15]4[N:14]=[CH:13][C:12]=3[C:23]([N:25]3[CH2:30][CH2:29][CH:28]([C:31]4[CH:36]=[CH:35][CH:34]=[CH:33][CH:32]=4)[CH2:27][CH2:26]3)=[O:24])=[CH:7][CH:8]=2)[CH:3]=[CH:2]1.[CH2:37]([S:39]([NH2:42])(=[O:41])=[O:40])[CH3:38], predict the reaction product. The product is: [NH:1]1[C:9]2[C:4](=[CH:5][C:6]([NH:10][C:11]3[N:16]4[N:17]=[CH:18][C:19]([C:20]([NH:42][S:39]([CH2:37][CH3:38])(=[O:41])=[O:40])=[O:21])=[C:15]4[N:14]=[CH:13][C:12]=3[C:23]([N:25]3[CH2:26][CH2:27][CH:28]([C:31]4[CH:36]=[CH:35][CH:34]=[CH:33][CH:32]=4)[CH2:29][CH2:30]3)=[O:24])=[CH:7][CH:8]=2)[CH:3]=[CH:2]1. (2) Given the reactants Cl[C:2]1[N:3]=[CH:4][C:5](I)=[C:6]2[C:11]=1[N:10]=[C:9]([CH3:12])[CH:8]=[CH:7]2.[CH3:14][C:15]1[C:16](B(O)O)=[N:17][CH:18]=[CH:19][CH:20]=1.[NH2:24][C:25]1[S:26][CH:27]=[C:28]([CH3:30])[N:29]=1, predict the reaction product. The product is: [CH3:12][C:9]1[CH:8]=[CH:7][C:6]2[C:11](=[C:2]([NH:24][C:25]3[S:26][CH:27]=[C:28]([CH3:30])[N:29]=3)[N:3]=[CH:4][C:5]=2[C:16]2[C:15]([CH3:14])=[CH:20][CH:19]=[CH:18][N:17]=2)[N:10]=1.